Dataset: Full USPTO retrosynthesis dataset with 1.9M reactions from patents (1976-2016). Task: Predict the reactants needed to synthesize the given product. Given the product [CH3:12][C:11]1([CH3:13])[N:7]2[C:6](=[O:8])[CH2:5][CH2:4][C@@H:3]2[CH2:2][O:1]1, predict the reactants needed to synthesize it. The reactants are: [OH:1][CH2:2][C@@H:3]1[NH:7][C:6](=[O:8])[CH2:5][CH2:4]1.CO[C:11](OC)([CH3:13])[CH3:12].